The task is: Predict the reaction yield, written as a fraction of the theoretical maximum amount of product (1.0 means a 100% yield; for example, 0.34 means a 34% yield).. This data is from Reaction yield outcomes from USPTO patents with 853,638 reactions. (1) The reactants are [F:1][C:2]1[C:3]([F:45])=[CH:4][C:5]2[C:10]3[C:11]4[C:42](=[O:43])[NH:41][C:40](=[O:44])[C:12]=4[C:13]4[C:14]5[C:19]([N:20]([C@@H:22]6[O:35][C@@H:34]7[CH2:36][O:37][C@@H:32]([CH2:33]7)[C@H:23]6[O:24]CC6C=CC=CC=6)[C:21]=4[C:9]=3[NH:8][C:6]=2[CH:7]=1)=[CH:18][C:17]([F:38])=[C:16]([F:39])[CH:15]=5. The catalyst is [OH-].[OH-].[Pd+2].C1COCC1. The product is [F:1][C:2]1[C:3]([F:45])=[CH:4][C:5]2[C:10]3[C:11]4[C:42](=[O:43])[NH:41][C:40](=[O:44])[C:12]=4[C:13]4[C:14]5[C:19]([N:20]([C@@H:22]6[O:35][C@@H:34]7[CH2:36][O:37][C@@H:32]([CH2:33]7)[C@H:23]6[OH:24])[C:21]=4[C:9]=3[NH:8][C:6]=2[CH:7]=1)=[CH:18][C:17]([F:38])=[C:16]([F:39])[CH:15]=5. The yield is 0.590. (2) The reactants are C(OC([N:8]1[CH2:12][CH2:11][CH2:10][C@@H:9]1[CH2:13][O:14][C:15]1[CH:20]=[CH:19][C:18]([C:21](=[O:28])[C:22]2[CH:27]=[CH:26][CH:25]=[CH:24][CH:23]=2)=[CH:17][CH:16]=1)=O)(C)(C)C.Cl. The catalyst is O1CCOCC1. The product is [C:22]1([C:21]([C:18]2[CH:19]=[CH:20][C:15]([O:14][CH2:13][C@H:9]3[CH2:10][CH2:11][CH2:12][NH:8]3)=[CH:16][CH:17]=2)=[O:28])[CH:23]=[CH:24][CH:25]=[CH:26][CH:27]=1. The yield is 0.990. (3) The reactants are [Cl:1][C:2]1[CH:30]=[CH:29][CH:28]=[C:27]([C:31]([F:34])([F:33])[F:32])[C:3]=1[C:4]([N:6]1[C:14]2[C:9](=[N:10][CH:11]=[C:12]([CH2:15][OH:16])[CH:13]=2)[C:8]([C:17]2[CH:25]=[CH:24][C:20]([C:21]([O-:23])=[O:22])=[CH:19][C:18]=2[F:26])=[N:7]1)=[O:5].[CH3:35]C(OI1(OC(C)=O)(OC(C)=O)OC(=O)C2C=CC=CC1=2)=O. The catalyst is C(Cl)Cl. The product is [Cl:1][C:2]1[CH:30]=[CH:29][CH:28]=[C:27]([C:31]([F:33])([F:32])[F:34])[C:3]=1[C:4]([N:6]1[C:14]2[C:9](=[N:10][CH:11]=[C:12]([CH:15]=[O:16])[CH:13]=2)[C:8]([C:17]2[CH:25]=[CH:24][C:20]([C:21]([O:23][CH3:35])=[O:22])=[CH:19][C:18]=2[F:26])=[N:7]1)=[O:5]. The yield is 0.870.